Dataset: Catalyst prediction with 721,799 reactions and 888 catalyst types from USPTO. Task: Predict which catalyst facilitates the given reaction. (1) Reactant: [Cl:1][C:2]1[CH:3]=[CH:4][C:5]([NH:11][CH2:12][CH:13]([F:15])[F:14])=[C:6]([CH:10]=1)[C:7]([OH:9])=O.CCN(C(C)C)C(C)C.C1C=CC2N(O)N=NC=2C=1.[CH3:35][C:36]([NH2:40])([C:38]#[CH:39])[CH3:37].CCN=C=NCCCN(C)C. Product: [Cl:1][C:2]1[CH:3]=[CH:4][C:5]([NH:11][CH2:12][CH:13]([F:15])[F:14])=[C:6]([CH:10]=1)[C:7]([NH:40][C:36]([CH3:37])([C:38]#[CH:39])[CH3:35])=[O:9]. The catalyst class is: 2. (2) Reactant: [NH2:1][C:2]1[CH:9]=[CH:8][C:5]([C:6]#[N:7])=[CH:4][CH:3]=1.[CH:10]1([CH:13]=O)[CH2:12][CH2:11]1.[CH:15](/[NH:18][C:19](=[O:28])[O:20][CH2:21][C:22]1[CH:27]=[CH:26][CH:25]=[CH:24][CH:23]=1)=[CH:16]\[CH3:17].P([O-])(OC1C=CC=CC=1)(OC1C=CC=CC=1)=O. Product: [C:6]([C:5]1[CH:4]=[C:3]2[C:2](=[CH:9][CH:8]=1)[NH:1][C@@H:13]([CH:10]1[CH2:11][CH2:12]1)[C@H:16]([CH3:17])[C@H:15]2[NH:18][C:19](=[O:28])[O:20][CH2:21][C:22]1[CH:23]=[CH:24][CH:25]=[CH:26][CH:27]=1)#[N:7]. The catalyst class is: 2. (3) Reactant: [CH2:1]([O:3][C:4](=[O:37])[C:5]1[CH:10]=[CH:9][C:8]([NH:11][CH:12]2[CH2:17][CH2:16][CH2:15][CH2:14][CH2:13]2)=[C:7]([NH:18][C:19]([C:21]2[CH:22]=[C:23]3[C:28](=[CH:29][CH:30]=2)[N:27]=[CH:26][C:25](C2C=CC=CC=2)=[N:24]3)=O)[CH:6]=1)[CH3:2]. Product: [CH2:1]([O:3][C:4]([C:5]1[CH:10]=[CH:9][C:8]2[N:11]([CH:12]3[CH2:17][CH2:16][CH2:15][CH2:14][CH2:13]3)[C:19]([C:21]3[CH:22]=[C:23]4[C:28](=[CH:29][CH:30]=3)[N:27]=[CH:26][C:25]([C:5]3[CH:10]=[CH:9][CH:8]=[CH:7][CH:6]=3)=[N:24]4)=[N:18][C:7]=2[CH:6]=1)=[O:37])[CH3:2]. The catalyst class is: 15. (4) Reactant: [CH3:1][N:2]([S:20]([C:23]1[S:24][CH:25]=[CH:26][CH:27]=1)(=[O:22])=[O:21])[C:3]1[CH:4]=[C:5]([O:15][C:16]([F:19])([F:18])[F:17])[CH:6]=[C:7]2[C:11]=1[NH:10][C:9]([C:12]([NH2:14])=O)=[CH:8]2.COC1C=CC(P2(SP(C3C=CC(OC)=CC=3)(=S)S2)=[S:37])=CC=1.[C:50]([O:55][CH2:56][CH3:57])(=[O:54])[C:51]#[C:52][CH3:53].C(P(CCCC)CCCC)CCC. Product: [CH2:56]([O:55][C:50](=[O:54])[CH2:51][CH:52]1[S:37][C:12]([C:9]2[NH:10][C:11]3[C:7]([CH:8]=2)=[CH:6][C:5]([O:15][C:16]([F:19])([F:18])[F:17])=[CH:4][C:3]=3[N:2]([CH3:1])[S:20]([C:23]2[S:24][CH:25]=[CH:26][CH:27]=2)(=[O:21])=[O:22])=[N:14][CH2:53]1)[CH3:57]. The catalyst class is: 207. (5) Reactant: [CH3:1][O:2][C:3]1[C:4]([O:23][CH3:24])=[C:5]([O:21][CH3:22])[C:6]2[S:10][C:9]([C:11]3[CH:16]=[CH:15][C:14]([N+:17]([O-])=O)=[CH:13][CH:12]=3)=[N:8][C:7]=2[CH:20]=1.O.O.Cl[Sn]Cl. Product: [CH3:1][O:2][C:3]1[C:4]([O:23][CH3:24])=[C:5]([O:21][CH3:22])[C:6]2[S:10][C:9]([C:11]3[CH:12]=[CH:13][C:14]([NH2:17])=[CH:15][CH:16]=3)=[N:8][C:7]=2[CH:20]=1. The catalyst class is: 8. (6) Reactant: Cl[C:2]1[N:7]2[CH:8]=[C:9]([CH3:11])[N:10]=[C:6]2[N:5]=[C:4]([Cl:12])[C:3]=1[C:13]1[CH:18]=[CH:17][CH:16]=[CH:15][CH:14]=1.C(O)(=O)C. Product: [Cl:12][C:4]1[C:3]([C:13]2[CH:18]=[CH:17][CH:16]=[CH:15][CH:14]=2)=[CH:2][N:7]2[CH:8]=[C:9]([CH3:11])[N:10]=[C:6]2[N:5]=1. The catalyst class is: 92. (7) The catalyst class is: 25. Reactant: C[Si](C=[N+]=[N-])(C)C.C([N-]C(C)C)(C)C.[Li+].[CH3:16][C:17]([CH3:35])([O:25][CH2:26][CH2:27][N:28]1[CH2:33][CH2:32][C:31](=O)[CH2:30][CH2:29]1)[CH2:18][C:19]1[CH:24]=[CH:23][CH:22]=[CH:21][CH:20]=1.C1C[O:39][CH2:38]C1. Product: [CH3:16][C:17]([CH3:35])([O:25][CH2:26][CH2:27][N:28]1[CH2:33][CH2:32][CH:31]([CH:38]=[O:39])[CH2:30][CH2:29]1)[CH2:18][C:19]1[CH:24]=[CH:23][CH:22]=[CH:21][CH:20]=1. (8) Reactant: F[C:2]1[CH:7]=[CH:6][C:5]([N+:8]([O-:10])=[O:9])=[CH:4][C:3]=1[CH2:11][C:12]([OH:14])=O.[CH:15]1([NH2:19])[CH2:18][CH2:17][CH2:16]1. Product: [CH:15]1([N:19]2[C:2]3[C:3](=[CH:4][C:5]([N+:8]([O-:10])=[O:9])=[CH:6][CH:7]=3)[CH2:11][C:12]2=[O:14])[CH2:18][CH2:17][CH2:16]1. The catalyst class is: 16. (9) Reactant: [CH3:1][CH:2]1[CH2:5][CH:4]([CH:6]([NH:8][C:9]2[N:17]=[C:16](SC)[N:15]=[C:14]3[C:10]=2[N:11]([CH2:20][C:21]2[CH:26]=[CH:25][C:24]([C:27]([F:30])([F:29])[F:28])=[CH:23][CH:22]=2)[CH:12]=[N:13]3)[CH3:7])[CH2:3]1.O[O:32][S:33]([O-:35])=O.[K+].[CH3:37]O. Product: [CH3:1][CH:2]1[CH2:3][CH:4]([CH:6]([NH:8][C:9]2[N:17]=[C:16]([S:33]([CH3:37])(=[O:35])=[O:32])[N:15]=[C:14]3[C:10]=2[N:11]([CH2:20][C:21]2[CH:22]=[CH:23][C:24]([C:27]([F:28])([F:30])[F:29])=[CH:25][CH:26]=2)[CH:12]=[N:13]3)[CH3:7])[CH2:5]1. The catalyst class is: 6.